The task is: Predict the reaction yield, written as a fraction of the theoretical maximum amount of product (1.0 means a 100% yield; for example, 0.34 means a 34% yield).. This data is from Reaction yield outcomes from USPTO patents with 853,638 reactions. (1) The reactants are [NH:1]1[C:9]2[C:4](=[CH:5][CH:6]=[CH:7][CH:8]=2)[C:3]([CH2:10][CH2:11][CH2:12]O)=[CH:2]1.[Br:14]P(Br)(C1C=CC=CC=1)(C1C=CC=CC=1)C1C=CC=CC=1.C1CCCCC1. The catalyst is O1CCOCC1. The product is [NH:1]1[C:9]2[C:4](=[CH:5][CH:6]=[CH:7][CH:8]=2)[C:3]([CH2:10][CH2:11][CH2:12][Br:14])=[CH:2]1. The yield is 0.990. (2) The reactants are [CH2:1]([N:4]1[CH2:13][CH:12]2[C:14]3[CH:15]=[CH:16][C:17]([O:23]C)=[C:18]([O:21]C)[C:19]=3[O:20][C:10]3[C:11]2=[C:6]([CH:7]=[CH:8][CH:9]=3)[CH2:5]1)[CH:2]=[CH2:3].B(Br)(Br)Br.CO. The catalyst is ClCCl. The product is [CH2:1]([N:4]1[CH2:13][CH:12]2[C:14]3[CH:15]=[CH:16][C:17]([OH:23])=[C:18]([OH:21])[C:19]=3[O:20][C:10]3[C:11]2=[C:6]([CH:7]=[CH:8][CH:9]=3)[CH2:5]1)[CH:2]=[CH2:3]. The yield is 0.610. (3) The reactants are [CH3:1][C:2]1[C:7]([O:8][C:9]2[C:10]([C:22]#[N:23])=[N:11][CH:12]=[C:13]([S:15][C:16]3[CH:21]=[CH:20][CH:19]=[CH:18][N:17]=3)[CH:14]=2)=[CH:6][CH:5]=[CH:4][N:3]=1.[OH:24]S(O)(=O)=O. No catalyst specified. The product is [CH3:1][C:2]1[C:7]([O:8][C:9]2[C:10]([C:22]([NH2:23])=[O:24])=[N:11][CH:12]=[C:13]([S:15][C:16]3[CH:21]=[CH:20][CH:19]=[CH:18][N:17]=3)[CH:14]=2)=[CH:6][CH:5]=[CH:4][N:3]=1. The yield is 0.960. (4) The reactants are [O:1]=[C:2]([CH:9]1[CH2:14][CH2:13][O:12][CH2:11][CH2:10]1)[CH2:3][C:4]([O:6][CH2:7][CH3:8])=[O:5].S(Cl)([Cl:18])(=O)=O. The catalyst is C(OCC)C. The product is [Cl:18][CH:3]([C:2](=[O:1])[CH:9]1[CH2:14][CH2:13][O:12][CH2:11][CH2:10]1)[C:4]([O:6][CH2:7][CH3:8])=[O:5]. The yield is 0.850.